This data is from Catalyst prediction with 721,799 reactions and 888 catalyst types from USPTO. The task is: Predict which catalyst facilitates the given reaction. Reactant: Cl[CH2:2][C:3]1[N:12]([C:13]2[CH:18]=[CH:17][CH:16]=[CH:15][C:14]=2[Cl:19])[C:11](=[O:20])[C:10]2[C:5](=[CH:6][CH:7]=[CH:8][C:9]=2[CH3:21])[N:4]=1.[I:22][C:23]1[C:31]2[C:26](=[N:27][CH:28]=[N:29][C:30]=2[NH2:32])[NH:25][N:24]=1.C([O-])([O-])=O.[K+].[K+]. Product: [NH2:32][C:30]1[N:29]=[CH:28][N:27]=[C:26]2[N:25]([CH2:2][C:3]3[N:12]([C:13]4[CH:18]=[CH:17][CH:16]=[CH:15][C:14]=4[Cl:19])[C:11](=[O:20])[C:10]4[C:5](=[CH:6][CH:7]=[CH:8][C:9]=4[CH3:21])[N:4]=3)[N:24]=[C:23]([I:22])[C:31]=12. The catalyst class is: 3.